This data is from Reaction yield outcomes from USPTO patents with 853,638 reactions. The task is: Predict the reaction yield, written as a fraction of the theoretical maximum amount of product (1.0 means a 100% yield; for example, 0.34 means a 34% yield). The reactants are [CH3:1][CH:2]([CH3:8])[C:3](=[O:7])[CH2:4][C:5]#[N:6].[CH2:9](O)[CH2:10][OH:11].Cl[Si](C)(C)C.C(=O)(O)[O-].[Na+]. The catalyst is ClCCl. The product is [CH:2]([C:3]1([CH2:4][C:5]#[N:6])[O:11][CH2:10][CH2:9][O:7]1)([CH3:8])[CH3:1]. The yield is 0.780.